This data is from Forward reaction prediction with 1.9M reactions from USPTO patents (1976-2016). The task is: Predict the product of the given reaction. (1) Given the reactants [F:1][C:2]1[C:7]([O:8][CH3:9])=[CH:6][C:5]([O:10][CH3:11])=[C:4]([F:12])[C:3]=1[N:13]1[CH2:22][C:21]2[CH:20]=[N:19][C:18]3[N:23](S(C4C=CC=CC=4)(=O)=O)[C:24]([CH2:26][CH2:27][N:28]4[CH2:33][CH2:32][O:31][CH2:30][CH2:29]4)=[CH:25][C:17]=3[C:16]=2[C:15]([CH3:44])([CH3:43])[C:14]1=[O:45].CC(C)([O-])C.[K+], predict the reaction product. The product is: [F:12][C:4]1[C:5]([O:10][CH3:11])=[CH:6][C:7]([O:8][CH3:9])=[C:2]([F:1])[C:3]=1[N:13]1[CH2:22][C:21]2[CH:20]=[N:19][C:18]3[NH:23][C:24]([CH2:26][CH2:27][N:28]4[CH2:29][CH2:30][O:31][CH2:32][CH2:33]4)=[CH:25][C:17]=3[C:16]=2[C:15]([CH3:43])([CH3:44])[C:14]1=[O:45]. (2) Given the reactants C(O[C:6](=O)[N:7]([CH2:9][C:10]1[CH:18]=[CH:17][CH:16]=[C:15]2[C:11]=1[C:12](=[O:28])[N:13]([CH:20]1[CH2:25][CH2:24][C:23](=[O:26])[NH:22][C:21]1=[O:27])[C:14]2=[O:19])C)(C)(C)C.[ClH:30].CCOCC, predict the reaction product. The product is: [ClH:30].[O:27]=[C:21]1[CH:20]([N:13]2[C:12](=[O:28])[C:11]3[C:15](=[CH:16][CH:17]=[CH:18][C:10]=3[CH2:9][NH:7][CH3:6])[C:14]2=[O:19])[CH2:25][CH2:24][C:23](=[O:26])[NH:22]1. (3) The product is: [CH3:27][C:20]1[CH:21]=[C:22]([C:24]([OH:26])=[O:25])[NH:23][C:19]=1[CH:17]=[C:9]1[C:8]2[C:12](=[CH:13][CH:14]=[CH:15][C:7]=2[CH:4]2[CH2:3][CH2:2][NH:1][CH2:6][CH2:5]2)[NH:11][C:10]1=[O:16]. Given the reactants [NH:1]1[CH2:6][CH2:5][CH:4]([C:7]2[CH:15]=[CH:14][CH:13]=[C:12]3[C:8]=2[CH2:9][C:10](=[O:16])[NH:11]3)[CH2:3][CH2:2]1.[CH:17]([C:19]1[NH:23][C:22]([C:24]([OH:26])=[O:25])=[CH:21][C:20]=1[CH3:27])=O, predict the reaction product. (4) Given the reactants ON1C2C=CC=CC=2N=N1.ClCCl.CN(C=O)C.[CH3:19][S:20]([C:23]1[S:27][C:26]([C:28]([OH:30])=O)=[CH:25][CH:24]=1)(=[O:22])=[O:21].[CH3:31][C:32]([CH3:53])([CH3:52])[CH2:33][CH2:34][NH:35][C:36](=[O:51])[C@H:37]([CH3:50])[CH2:38][C@H:39]([OH:49])[C@@H:40]([NH2:48])[CH2:41][C:42]1[CH:47]=[CH:46][CH:45]=[CH:44][CH:43]=1, predict the reaction product. The product is: [CH2:41]([C@H:40]([NH:48][C:28]([C:26]1[S:27][C:23]([S:20]([CH3:19])(=[O:21])=[O:22])=[CH:24][CH:25]=1)=[O:30])[C@@H:39]([OH:49])[CH2:38][C@H:37]([C:36](=[O:51])[NH:35][CH2:34][CH2:33][C:32]([CH3:31])([CH3:52])[CH3:53])[CH3:50])[C:42]1[CH:47]=[CH:46][CH:45]=[CH:44][CH:43]=1. (5) The product is: [Cl:21][C:22]1[CH:23]=[N+:24]([O-:47])[CH:25]=[C:26]([Cl:46])[C:27]=1[CH2:28][C@@H:29]([C:31]1[CH:36]=[CH:35][C:34]([O:37][CH:38]([F:40])[F:39])=[C:33]([O:41][CH2:42][CH:43]2[CH2:45][CH2:44]2)[CH:32]=1)[O:15][C:14](=[O:16])[CH2:13][N:11]1[C:12]2[C:8](=[CH:7][CH:6]=[CH:5][C:4]=2[N+:1]([O-:3])=[O:2])[CH:9]=[CH:10]1. Given the reactants [N+:1]([C:4]1[CH:5]=[CH:6][CH:7]=[C:8]2[C:12]=1[N:11]([CH2:13][C:14]([OH:16])=[O:15])[CH:10]=[CH:9]2)([O-:3])=[O:2].C(Cl)CCl.[Cl:21][C:22]1[CH:23]=[N+:24]([O-:47])[CH:25]=[C:26]([Cl:46])[C:27]=1[CH2:28][C@@H:29]([C:31]1[CH:36]=[CH:35][C:34]([O:37][CH:38]([F:40])[F:39])=[C:33]([O:41][CH2:42][CH:43]2[CH2:45][CH2:44]2)[CH:32]=1)O.Cl, predict the reaction product.